From a dataset of Reaction yield outcomes from USPTO patents with 853,638 reactions. Predict the reaction yield, written as a fraction of the theoretical maximum amount of product (1.0 means a 100% yield; for example, 0.34 means a 34% yield). (1) The reactants are CN(C)[C@H]1CCN(C2[C:9]([C:22]3[CH:27]=[CH:26][CH:25]=[CH:24][CH:23]=3)=[C:10]([CH3:21])[C:11]([C:19]#[N:20])=[C:12]3C=2O[C:14]([NH:17][CH3:18])=[N:13]3)C1.[C:29](Cl)(=[O:31])[CH3:30].[CH:33]([N:36]([CH:39]([CH3:41])[CH3:40])[CH2:37]C)(C)C.[N:42]1[CH:47]=CC=CC=1.[O:48]1CC[CH2:50][CH2:49]1. The catalyst is C(OCC)(=O)C.O. The product is [C:19]([C:11]1[C:12]2[N:13]=[C:14]([N:17]([CH3:18])[C:49](=[O:48])[CH3:50])[O:31][C:29]=2[C:30]([N:42]2[CH2:47][CH2:41][C@H:39]([N:36]([CH3:37])[CH3:33])[CH2:40]2)=[C:9]([C:22]2[CH:23]=[CH:24][CH:25]=[CH:26][CH:27]=2)[C:10]=1[CH3:21])#[N:20]. The yield is 0.170. (2) The reactants are Br[C:2]1[CH:3]=[N:4][CH:5]=[CH:6][CH:7]=1.C(N(CC)CC)C.[CH3:15][C:16]([OH:20])([C:18]#[CH:19])[CH3:17].C(OCC)(=O)C. The catalyst is COCCOC.[Cu]I.Cl[Pd](Cl)([P](C1C=CC=CC=1)(C1C=CC=CC=1)C1C=CC=CC=1)[P](C1C=CC=CC=1)(C1C=CC=CC=1)C1C=CC=CC=1. The product is [CH3:15][C:16]([OH:20])([C:18]#[C:19][C:2]1[CH:3]=[N:4][CH:5]=[CH:6][CH:7]=1)[CH3:17]. The yield is 0.400. (3) The reactants are C[Si](C)(C)CC[O:5][C:6](=[O:49])[CH:7]([CH2:33][CH:34]=[CH:35][CH2:36][P:37]([O:41][CH:42]([C:44]([O:46][CH2:47][CH3:48])=[O:45])[CH3:43])([O:39][CH3:40])=[O:38])[CH2:8][C:9]([CH3:32])=[CH:10][CH2:11][C:12]1[C:13]([O:25]CC[Si](C)(C)C)=[C:14]2[C:18](=[C:19]([CH3:23])[C:20]=1[O:21][CH3:22])[CH2:17][O:16][C:15]2=[O:24].CCCC[N+](CCCC)(CCCC)CCCC.[F-]. The catalyst is C1COCC1. The product is [CH2:47]([O:46][C:44]([CH:42]([O:41][P:37]([CH2:36][CH:35]=[CH:34][CH2:33][CH:7]([CH2:8][C:9]([CH3:32])=[CH:10][CH2:11][C:12]1[C:13]([OH:25])=[C:14]2[C:18](=[C:19]([CH3:23])[C:20]=1[O:21][CH3:22])[CH2:17][O:16][C:15]2=[O:24])[C:6]([OH:49])=[O:5])([O:39][CH3:40])=[O:38])[CH3:43])=[O:45])[CH3:48]. The yield is 0.770. (4) The reactants are [F:1][C:2]([F:11])([F:10])[C:3]1[CH:9]=[CH:8][CH:7]=[CH:6][C:4]=1[NH2:5].S(S([O-])=O)([O-])=O.[Na+].[Na+].C(=O)([O-])O.[Na+].[F:25][C:26]([F:35])([F:34])[C:27](I)([F:32])[C:28]([F:31])([F:30])[F:29]. The catalyst is S([O-])(O)(=O)=O.C([N+](CCCC)(CCCC)CCCC)CCC.O.C(OCC)(=O)C. The product is [F:32][C:27]([C:8]1[CH:7]=[CH:6][C:4]([NH2:5])=[C:3]([C:2]([F:10])([F:11])[F:1])[CH:9]=1)([C:28]([F:31])([F:30])[F:29])[C:26]([F:35])([F:34])[F:25]. The yield is 0.300. (5) The catalyst is ClCCl. The reactants are [F:1][C:2]1[C:7]([F:8])=[CH:6][CH:5]=[CH:4][C:3]=1B(O)O.[OH:12]O. The yield is 0.930. The product is [F:1][C:2]1[C:7]([F:8])=[CH:6][CH:5]=[CH:4][C:3]=1[OH:12]. (6) The catalyst is C1COCC1.[Zn]. The product is [ClH:61].[ClH:61].[F:1][C:2]1[CH:17]=[C:16]([CH:15]=[C:4]([CH2:5][NH:6][CH3:14])[C:3]=1[O:21][C@H:24]1[CH2:25][CH2:26][O:22][CH2:23]1)[NH2:18]. The reactants are [F:1][C:2]1[C:3]([OH:21])=[C:4]([CH:15]=[C:16]([N+:18]([O-])=O)[CH:17]=1)[CH2:5][N:6]([CH3:14])C(=O)OC(C)(C)C.[O:22]1[CH2:26][CH2:25][C@@H:24](O)[CH2:23]1.C1(P(C2C=CC=CC=2)C2C=CC=CC=2)C=CC=CC=1.N(C(OC(C)C)=O)=NC(OC(C)C)=O.[Cl-:61].[NH4+]. The yield is 0.940. (7) The reactants are Cl[CH2:2][C:3]1[CH:8]=[CH:7][C:6]([C:9]([C:14]2[CH:26]=[CH:25][C:17]([O:18][CH:19]3[CH2:24][CH2:23][CH2:22][CH2:21][O:20]3)=[C:16]([CH3:27])[CH:15]=2)([CH2:12][CH3:13])[CH2:10][CH3:11])=[CH:5][C:4]=1[CH3:28].[C:29]([SH:33])([CH3:32])([CH3:31])[CH3:30].[OH-].[K+].C(OCC)(=O)C. The catalyst is CC(C)=O.CCO. The product is [C:29]([S:33][CH2:2][C:3]1[CH:8]=[CH:7][C:6]([C:9]([C:14]2[CH:26]=[CH:25][C:17]([O:18][CH:19]3[CH2:24][CH2:23][CH2:22][CH2:21][O:20]3)=[C:16]([CH3:27])[CH:15]=2)([CH2:12][CH3:13])[CH2:10][CH3:11])=[CH:5][C:4]=1[CH3:28])([CH3:32])([CH3:31])[CH3:30]. The yield is 0.974. (8) The reactants are Cl[C:2]1[C:3]2[C:10]3[CH2:11][CH2:12][CH2:13][CH2:14][C:9]=3[S:8][C:4]=2[N:5]=[CH:6][N:7]=1. The catalyst is C(CN)CN.O. The product is [N:5]1[C:4]2[S:8][C:9]3[CH2:14][CH2:13][CH2:12][CH2:11][C:10]=3[C:3]=2[C:2]([CH:2]([NH2:7])[CH2:3][CH2:4][NH2:5])=[N:7][CH:6]=1. The yield is 0.520. (9) The reactants are [C:1]([C:5]1[CH:45]=[CH:44][C:8]([C:9]([NH:11][C@@H:12]([CH2:17][C:18]2[CH:23]=[CH:22][C:21]([C:24]([NH:26][NH:27][C:28](=O)[C:29]3[CH:34]=[CH:33][C:32]([O:35][CH2:36][CH2:37][CH2:38][CH2:39][CH2:40][CH2:41][CH3:42])=[CH:31][CH:30]=3)=[O:25])=[CH:20][CH:19]=2)[C:13]([O:15][CH3:16])=[O:14])=[O:10])=[CH:7][CH:6]=1)([CH3:4])([CH3:3])[CH3:2].[Cl-].ClC1N(C)CC[NH+]1C. The catalyst is C(Cl)Cl.C([O-])(O)=O.[Na+]. The product is [C:1]([C:5]1[CH:45]=[CH:44][C:8]([C:9]([NH:11][C@@H:12]([CH2:17][C:18]2[CH:19]=[CH:20][C:21]([C:24]3[O:25][C:28]([C:29]4[CH:34]=[CH:33][C:32]([O:35][CH2:36][CH2:37][CH2:38][CH2:39][CH2:40][CH2:41][CH3:42])=[CH:31][CH:30]=4)=[N:27][N:26]=3)=[CH:22][CH:23]=2)[C:13]([O:15][CH3:16])=[O:14])=[O:10])=[CH:7][CH:6]=1)([CH3:4])([CH3:3])[CH3:2]. The yield is 0.950.